From a dataset of Full USPTO retrosynthesis dataset with 1.9M reactions from patents (1976-2016). Predict the reactants needed to synthesize the given product. (1) Given the product [C:1]([CH2:3][C:9]1([CH3:22])[CH2:10][CH2:11][N:12]([C:15]([O:17][C:18]([CH3:21])([CH3:20])[CH3:19])=[O:16])[CH2:13][CH2:14]1)#[N:2], predict the reactants needed to synthesize it. The reactants are: [C:1]([CH:3]([C:9]1([CH3:22])[CH2:14][CH2:13][N:12]([C:15]([O:17][C:18]([CH3:21])([CH3:20])[CH3:19])=[O:16])[CH2:11][CH2:10]1)C(OCC)=O)#[N:2].[Cl-].[Li+]. (2) Given the product [C:38]([OH:43])(=[O:42])[C:39]([OH:41])=[O:40].[Cl:14][C:15]1[C:22]([F:23])=[CH:21][C:18]([C:19]#[N:20])=[C:17]([O:5][C@@H:4]([C:6]2[CH:11]=[CH:10][CH:9]=[CH:8][CH:7]=2)[CH2:3][CH2:2][NH:37][CH:34]2[CH2:36][CH2:35]2)[CH:16]=1, predict the reactants needed to synthesize it. The reactants are: Cl[CH2:2][CH2:3][C@H:4]([C:6]1[CH:11]=[CH:10][CH:9]=[CH:8][CH:7]=1)[OH:5].[H-].[Na+].[Cl:14][C:15]1[C:22]([F:23])=[CH:21][C:18]([C:19]#[N:20])=[C:17](F)[CH:16]=1.[I-].[Na+].C(N(CC)CC)C.[CH:34]1([NH2:37])[CH2:36][CH2:35]1.[C:38]([OH:43])(=[O:42])[C:39]([OH:41])=[O:40]. (3) Given the product [CH2:1]([C:5]1[C:9]([CH2:10][O:11][C:12]2[CH:20]=[CH:19][C:15]([C:16]([NH:42][C@@H:43]([CH3:46])[CH2:44][OH:45])=[O:18])=[CH:14][N:13]=2)=[CH:8][O:7][N:6]=1)[CH2:2][CH2:3][CH3:4], predict the reactants needed to synthesize it. The reactants are: [CH2:1]([C:5]1[C:9]([CH2:10][O:11][C:12]2[CH:20]=[CH:19][C:15]([C:16]([OH:18])=O)=[CH:14][N:13]=2)=[CH:8][O:7][N:6]=1)[CH2:2][CH2:3][CH3:4].C(C1C(COC2C=CC(C(O)=O)=CN=2)=C(C)ON=1)CCC.[NH2:42][C@@H:43]([CH3:46])[CH2:44][OH:45]. (4) Given the product [CH:6]([C:5]1[CH:8]=[CH:9][C:2]([O:1][S:33]([C:32]([F:45])([F:44])[F:31])(=[O:35])=[O:34])=[C:3](/[CH:10]=[CH:11]/[C:12]2[CH:17]=[CH:16][CH:15]=[C:14]([C:18]([F:19])([F:20])[F:21])[CH:13]=2)[CH:4]=1)=[O:7], predict the reactants needed to synthesize it. The reactants are: [OH:1][C:2]1[CH:9]=[CH:8][C:5]([CH:6]=[O:7])=[CH:4][C:3]=1/[CH:10]=[CH:11]/[C:12]1[CH:17]=[CH:16][CH:15]=[C:14]([C:18]([F:21])([F:20])[F:19])[CH:13]=1.CCN(C(C)C)C(C)C.[F:31][C:32]([F:45])([F:44])[S:33](O[S:33]([C:32]([F:45])([F:44])[F:31])(=[O:35])=[O:34])(=[O:35])=[O:34]. (5) The reactants are: [H-].[Na+].[N+:3]([C:6]1[N:7]=[C:8]2[N:13]([CH:14]=1)[CH2:12][C@H:11]([OH:15])[CH2:10][O:9]2)([O-:5])=[O:4].[Cl:16][C:17]1[CH:22]=[N:21][C:20]([CH2:23]I)=[CH:19][N:18]=1. Given the product [Cl:16][C:17]1[N:18]=[CH:19][C:20]([CH2:23][O:15][C@@H:11]2[CH2:10][O:9][C:8]3=[N:7][C:6]([N+:3]([O-:5])=[O:4])=[CH:14][N:13]3[CH2:12]2)=[N:21][CH:22]=1, predict the reactants needed to synthesize it. (6) Given the product [Cl:11][C:8]1[CH:9]=[CH:10][C:5]([OH:4])=[CH:6][C:7]=1[CH2:12][N:13]([C:21]([O:23][C:24]([CH3:25])([CH3:26])[CH3:27])=[O:22])[C:14]([O:16][C:17]([CH3:18])([CH3:19])[CH3:20])=[O:15], predict the reactants needed to synthesize it. The reactants are: C([O:4][C:5]1[CH:10]=[CH:9][C:8]([Cl:11])=[C:7]([CH2:12][N:13]([C:21]([O:23][C:24]([CH3:27])([CH3:26])[CH3:25])=[O:22])[C:14]([O:16][C:17]([CH3:20])([CH3:19])[CH3:18])=[O:15])[CH:6]=1)(=O)C.C(=O)([O-])[O-].[K+].[K+].[Cl-].[NH4+]. (7) Given the product [Cl:21][C:18]1[CH:19]=[CH:20][C:15]([C:4]2[S:5](=[O:14])(=[O:13])[NH:6][C:7]3([CH2:12][CH2:11][CH2:10][CH2:9][CH2:8]3)[C:3]=2[CH2:2][NH:23][CH3:22])=[CH:16][CH:17]=1, predict the reactants needed to synthesize it. The reactants are: Br[CH2:2][C:3]1[C:7]2([CH2:12][CH2:11][CH2:10][CH2:9][CH2:8]2)[NH:6][S:5](=[O:14])(=[O:13])[C:4]=1[C:15]1[CH:20]=[CH:19][C:18]([Cl:21])=[CH:17][CH:16]=1.[CH3:22][NH2:23].